Task: Predict the reactants needed to synthesize the given product.. Dataset: Full USPTO retrosynthesis dataset with 1.9M reactions from patents (1976-2016) (1) Given the product [CH2:14]([O:16][C:17](=[O:30])[C:18]([O:21][C:22]1[CH:27]=[CH:26][C:25]([O:28][C:7]2[CH:6]=[C:3]([C:4]#[N:5])[C:2]([F:1])=[CH:9][C:8]=2[N+:10]([O-:12])=[O:11])=[CH:24][C:23]=1[CH3:29])([CH3:19])[CH3:20])[CH3:15], predict the reactants needed to synthesize it. The reactants are: [F:1][C:2]1[CH:9]=[C:8]([N+:10]([O-:12])=[O:11])[C:7](F)=[CH:6][C:3]=1[C:4]#[N:5].[CH2:14]([O:16][C:17](=[O:30])[C:18]([O:21][C:22]1[CH:27]=[CH:26][C:25]([OH:28])=[CH:24][C:23]=1[CH3:29])([CH3:20])[CH3:19])[CH3:15].C1OCCOCCOCCOCCOCCOC1. (2) The reactants are: FC(F)(F)C(O)=O.[F:8][C:9]1[CH:14]=[C:13]([N:15]2[CH:19]=[N:18][N:17]=[N:16]2)[CH:12]=[CH:11][C:10]=1[C:20]1[CH:21]=[CH:22][C:23]2[O:27][C:26]([CH:28]3[CH2:33][CH2:32][NH:31][CH2:30][CH2:29]3)=[N:25][C:24]=2[CH:34]=1.[C:35](O)(=[O:40])[CH2:36][CH:37]([CH3:39])[CH3:38].CCN=C=NCCCN(C)C.Cl.C1C=CC2N(O)N=NC=2C=1. Given the product [F:8][C:9]1[CH:14]=[C:13]([N:15]2[CH:19]=[N:18][N:17]=[N:16]2)[CH:12]=[CH:11][C:10]=1[C:20]1[CH:21]=[CH:22][C:23]2[O:27][C:26]([CH:28]3[CH2:29][CH2:30][N:31]([C:35](=[O:40])[CH2:36][CH:37]([CH3:39])[CH3:38])[CH2:32][CH2:33]3)=[N:25][C:24]=2[CH:34]=1, predict the reactants needed to synthesize it. (3) Given the product [C:1]1([CH:11]2[C:22]([C:23]([O:25][CH2:26][CH3:27])=[O:24])=[C:21]([C:20]([F:19])([F:29])[F:30])[NH:13][C:14]3=[N:15][NH:16][CH:17]=[C:18]23)[C:10]2[C:5](=[CH:6][CH:7]=[CH:8][CH:9]=2)[CH:4]=[CH:3][CH:2]=1, predict the reactants needed to synthesize it. The reactants are: [C:1]1([CH:11]=O)[C:10]2[C:5](=[CH:6][CH:7]=[CH:8][CH:9]=2)[CH:4]=[CH:3][CH:2]=1.[NH2:13][C:14]1[CH:18]=[CH:17][NH:16][N:15]=1.[F:19][C:20]([F:30])([F:29])[C:21](=O)[CH2:22][C:23]([O:25][CH2:26][CH3:27])=[O:24].